Dataset: Forward reaction prediction with 1.9M reactions from USPTO patents (1976-2016). Task: Predict the product of the given reaction. Given the reactants Br[C:2]1[CH:7]=[C:6]([F:8])[CH:5]=[C:4]([F:9])[CH:3]=1.[C:10]1(B(O)O)[CH:15]=[CH:14][CH:13]=[CH:12][CH:11]=1, predict the reaction product. The product is: [F:9][C:4]1[CH:3]=[C:2]([C:10]2[CH:15]=[CH:14][CH:13]=[CH:12][CH:11]=2)[CH:7]=[C:6]([F:8])[CH:5]=1.